Predict the reaction yield, written as a fraction of the theoretical maximum amount of product (1.0 means a 100% yield; for example, 0.34 means a 34% yield). From a dataset of Reaction yield outcomes from USPTO patents with 853,638 reactions. (1) The reactants are [NH:1]([C:8]1[CH:16]=[C:15]([C:17](O)=[O:18])[C:14]([NH:20][C:21]2[CH:26]=[CH:25][CH:24]=[CH:23][CH:22]=2)=[CH:13][C:9]=1[C:10](O)=[O:11])[C:2]1[CH:7]=[CH:6][CH:5]=[CH:4][CH:3]=1.P(=O)(O)(O)O. No catalyst specified. The product is [CH:24]1[CH:25]=[C:26]2[C:17]([C:15]3[C:14]([NH:20][C:21]2=[CH:22][CH:23]=1)=[CH:13][C:9]1[C:10]([C:7]2[C:2]([NH:1][C:8]=1[CH:16]=3)=[CH:3][CH:4]=[CH:5][CH:6]=2)=[O:11])=[O:18]. The yield is 0.900. (2) The reactants are Br[C:2]1[CH:7]=[CH:6][C:5]([NH:8][C:9]2[N:10]=[C:11]([NH2:29])[C:12]3[CH:18]=[C:17]([C:19]4[C:24]([Cl:25])=[CH:23][CH:22]=[CH:21][C:20]=4[Cl:26])[C:16](=[O:27])[N:15]([CH3:28])[C:13]=3[N:14]=2)=[CH:4][CH:3]=1.[NH:30]1CCC[C@H]1C(O)=O.C(=O)([O-])[O-].[K+].[K+].N. The catalyst is CS(C)=O.[Cu](I)I.O. The product is [NH2:29][C:11]1[C:12]2[CH:18]=[C:17]([C:19]3[C:24]([Cl:25])=[CH:23][CH:22]=[CH:21][C:20]=3[Cl:26])[C:16](=[O:27])[N:15]([CH3:28])[C:13]=2[N:14]=[C:9]([NH:8][C:5]2[CH:6]=[CH:7][C:2]([NH2:30])=[CH:3][CH:4]=2)[N:10]=1. The yield is 0.400. (3) The reactants are [C:1]([OH:9])(=[O:8])[C:2]([CH2:4][C:5]([OH:7])=O)=[CH2:3].[CH3:10][O:11][C:12]1[CH:19]=[C:18]([O:20][CH3:21])[CH:17]=[CH:16][C:13]=1[CH2:14][NH2:15]. The catalyst is C1(C)C=CC=CC=1. The product is [CH3:10][O:11][C:12]1[CH:19]=[C:18]([O:20][CH3:21])[CH:17]=[CH:16][C:13]=1[CH2:14][N:15]1[C:5](=[O:7])[CH2:4][CH:2]([C:1]([OH:9])=[O:8])[CH2:3]1. The yield is 0.710. (4) The reactants are [OH:1][C:2]1[CH:9]=[C:8]([O:10][CH2:11][C:12]2[CH:17]=[CH:16][CH:15]=[CH:14][CH:13]=2)[CH:7]=[CH:6][C:3]=1[CH:4]=[O:5].[H-].[Na+].[CH2:20](Br)[CH:21]=[CH2:22]. The catalyst is CN(C)C=O. The product is [CH2:22]([O:1][C:2]1[CH:9]=[C:8]([O:10][CH2:11][C:12]2[CH:17]=[CH:16][CH:15]=[CH:14][CH:13]=2)[CH:7]=[CH:6][C:3]=1[CH:4]=[O:5])[CH:21]=[CH2:20]. The yield is 1.00. (5) The reactants are Cl.[Cl:2][C:3]1[CH:12]=[CH:11][C:10]2[N:9]=[CH:8][C:7]3[N:13]=[N:14][N:15]([CH:16]4[CH2:21][CH2:20][NH:19][CH2:18][CH2:17]4)[C:6]=3[C:5]=2[N:4]=1.[OH:22][C@H:23]([CH3:27])[C:24](O)=[O:25].CN(C(ON1N=NC2C=CC=NC1=2)=[N+](C)C)C.F[P-](F)(F)(F)(F)F.CCN(C(C)C)C(C)C. The catalyst is CN(C=O)C.O. The product is [Cl:2][C:3]1[CH:12]=[CH:11][C:10]2[N:9]=[CH:8][C:7]3[N:13]=[N:14][N:15]([CH:16]4[CH2:21][CH2:20][N:19]([C:24](=[O:25])[C@H:23]([OH:22])[CH3:27])[CH2:18][CH2:17]4)[C:6]=3[C:5]=2[N:4]=1. The yield is 0.204. (6) The reactants are [NH:1]1[CH:5]([C:6]([OH:8])=[O:7])[CH2:4][CH:3]=[N:2]1.[CH:9]1([CH2:14][C@H:15]([CH2:19][N:20]([CH:29]=[O:30])[O:21][CH2:22][C:23]2[CH:28]=[CH:27][CH:26]=[CH:25][CH:24]=2)[C:16](F)=[O:17])[CH2:13][CH2:12][CH2:11][CH2:10]1.CCN(C(C)C)C(C)C.CC(O)=O. The catalyst is C(Cl)Cl. The product is [CH:9]1([CH2:14][C@H:15]([CH2:19][N:20]([CH:29]=[O:30])[O:21][CH2:22][C:23]2[CH:28]=[CH:27][CH:26]=[CH:25][CH:24]=2)[C:16]([N:1]2[C@H:5]([C:6]([OH:8])=[O:7])[CH2:4][CH:3]=[N:2]2)=[O:17])[CH2:13][CH2:12][CH2:11][CH2:10]1. The yield is 0.460. (7) The reactants are [O:1]1[CH:5]=[CH:4][CH:3]=[C:2]1[C:6]1[N:10]([C:11]2[CH:16]=[CH:15][C:14]([O:17][CH3:18])=[CH:13][CH:12]=2)[N:9]=[C:8]([C:19]([O:21]C(C)(C)C)=[O:20])[CH:7]=1.FC(F)(F)C(O)=O. The catalyst is ClCCl. The product is [O:1]1[CH:5]=[CH:4][CH:3]=[C:2]1[C:6]1[N:10]([C:11]2[CH:12]=[CH:13][C:14]([O:17][CH3:18])=[CH:15][CH:16]=2)[N:9]=[C:8]([C:19]([OH:21])=[O:20])[CH:7]=1. The yield is 0.960. (8) The reactants are [Cl:1][C:2]1[CH:3]=[C:4]([NH:9][CH2:10][C:11]([N:13]2[CH2:18][CH2:17][CH2:16][C@H:15]([N:19]([CH2:39][CH3:40])[C:20]3[C:21]4[CH:28]=[CH:27][N:26](S(C5C=CC(C)=CC=5)(=O)=O)[C:22]=4[N:23]=[CH:24][N:25]=3)[CH2:14]2)=[O:12])[CH:5]=[C:6]([Cl:8])[CH:7]=1.C([O-])([O-])=O.[K+].[K+].CO. The catalyst is CO.O.C(Cl)Cl. The product is [Cl:8][C:6]1[CH:5]=[C:4]([NH:9][CH2:10][C:11]([N:13]2[CH2:18][CH2:17][CH2:16][C@H:15]([N:19]([CH2:39][CH3:40])[C:20]3[C:21]4[CH:28]=[CH:27][NH:26][C:22]=4[N:23]=[CH:24][N:25]=3)[CH2:14]2)=[O:12])[CH:3]=[C:2]([Cl:1])[CH:7]=1. The yield is 0.450. (9) The catalyst is CO.[Pd]. The reactants are [CH3:1][O:2][C:3](=[O:20])[C:4]1[CH:9]=[CH:8][C:7](/[CH:10]=[CH:11]/[C:12]([O:14][C:15]([CH3:18])([CH3:17])[CH3:16])=[O:13])=[C:6]([CH3:19])[CH:5]=1. The product is [CH3:1][O:2][C:3](=[O:20])[C:4]1[CH:9]=[CH:8][C:7]([CH2:10][CH2:11][C:12]([O:14][C:15]([CH3:16])([CH3:17])[CH3:18])=[O:13])=[C:6]([CH3:19])[CH:5]=1. The yield is 0.840. (10) The reactants are [Br:1][CH2:2][C:3]1[CH:8]=[CH:7][CH:6]=[C:5]([F:9])[CH:4]=1.[P:10]([O:17][CH2:18][CH3:19])([O:14][CH2:15][CH3:16])[O:11][CH2:12][CH3:13]. No catalyst specified. The product is [Br-:1].[CH2:12]([O:11][P+:10]([O:17][CH2:18][CH3:19])([O:14][CH2:15][CH3:16])[CH2:2][C:3]1[CH:8]=[CH:7][CH:6]=[C:5]([F:9])[CH:4]=1)[CH3:13]. The yield is 0.760.